From a dataset of Reaction yield outcomes from USPTO patents with 853,638 reactions. Predict the reaction yield, written as a fraction of the theoretical maximum amount of product (1.0 means a 100% yield; for example, 0.34 means a 34% yield). (1) The reactants are F[C:2]1[CH:7]=[C:6]([NH:8][C:9]2[CH:14]=[CH:13][C:12]([O:15][C:16]3[CH:21]=[CH:20][CH:19]=[CH:18][CH:17]=3)=[CH:11][CH:10]=2)[CH:5]=[CH:4][N:3]=1.[OH-].[Na+].[CH2:24]([CH2:26][NH2:27])[OH:25]. No catalyst specified. The product is [O:15]([C:12]1[CH:13]=[CH:14][C:9]([NH:8][C:6]2[CH:5]=[CH:4][N:3]=[C:2]([NH:27][CH2:26][CH2:24][OH:25])[CH:7]=2)=[CH:10][CH:11]=1)[C:16]1[CH:21]=[CH:20][CH:19]=[CH:18][CH:17]=1. The yield is 0.890. (2) The reactants are [NH2:1][C:2]1[C:3]([C:22]#[N:23])=[C:4]([CH:19]=[CH:20][CH:21]=1)[O:5][CH2:6][C:7]([NH:10][C:11](=[O:18])[C:12]1[CH:17]=[CH:16][N:15]=[CH:14][CH:13]=1)([CH3:9])[CH3:8].[S:24](Cl)(=[O:27])(=[O:26])[NH2:25].C([O-])(O)=O.[Na+]. The catalyst is CC(N(C)C)=O. The product is [C:22]([C:3]1[C:2]([NH:1][S:24](=[O:27])(=[O:26])[NH2:25])=[CH:21][CH:20]=[CH:19][C:4]=1[O:5][CH2:6][C:7]([NH:10][C:11](=[O:18])[C:12]1[CH:13]=[CH:14][N:15]=[CH:16][CH:17]=1)([CH3:9])[CH3:8])#[N:23]. The yield is 0.900. (3) The reactants are C([O:8][C:9]1[CH:17]=[CH:16][CH:15]=[C:14]2[C:10]=1[CH:11]=[CH:12][N:13]2[S:18]([C:21]1[CH:26]=[CH:25][CH:24]=[CH:23][C:22]=1[F:27])(=[O:20])=[O:19])C1C=CC=CC=1. The catalyst is [Pd].C1COCC1. The product is [F:27][C:22]1[CH:23]=[CH:24][CH:25]=[CH:26][C:21]=1[S:18]([N:13]1[C:14]2[C:10](=[C:9]([OH:8])[CH:17]=[CH:16][CH:15]=2)[CH:11]=[CH:12]1)(=[O:19])=[O:20]. The yield is 0.400. (4) The reactants are [CH3:1][O:2][C:3]1[C:8]([O:9][CH3:10])=[CH:7][CH:6]=[CH:5][C:4]=1[CH2:11][C:12](O)=O.[C:15]1([NH:21][C:22](=[S:25])[NH:23][NH2:24])[CH:20]=[CH:19][CH:18]=[CH:17][CH:16]=1. No catalyst specified. The product is [CH3:1][O:2][C:3]1[C:8]([O:9][CH3:10])=[CH:7][CH:6]=[CH:5][C:4]=1[CH2:11][C:12]1[N:21]([C:15]2[CH:16]=[CH:17][CH:18]=[CH:19][CH:20]=2)[C:22](=[S:25])[NH:23][N:24]=1. The yield is 0.480. (5) The reactants are C([Li])CCC.Br[C:7]1[CH:12]=[CH:11][C:10]([O:13][C:14]([F:17])([F:16])[F:15])=[CH:9][C:8]=1[F:18].CON(C)[C:22](=[O:24])[CH3:23]. The catalyst is C(OCC)C. The product is [F:18][C:8]1[CH:9]=[C:10]([O:13][C:14]([F:17])([F:16])[F:15])[CH:11]=[CH:12][C:7]=1[C:22](=[O:24])[CH3:23]. The yield is 0.610. (6) The reactants are [Cl-].O[NH3+:3].[C:4](=[O:7])([O-])[OH:5].[Na+].CS(C)=O.[C:13]([C:15]1[CH:20]=[CH:19][CH:18]=[CH:17][C:16]=1[C:21]1[CH:26]=[CH:25][C:24]([CH2:27][C:28]2[C:29](=[O:44])[N:30]([CH2:40][C:41]([NH2:43])=[O:42])[C:31]3[N:32]([N:37]=[CH:38][N:39]=3)[C:33]=2[CH2:34][CH2:35][CH3:36])=[CH:23][CH:22]=1)#[N:14]. The catalyst is C(OCC)(=O)C. The product is [O:44]=[C:29]1[C:28]([CH2:27][C:24]2[CH:23]=[CH:22][C:21]([C:16]3[CH:17]=[CH:18][CH:19]=[CH:20][C:15]=3[C:13]3[NH:3][C:4](=[O:7])[O:5][N:14]=3)=[CH:26][CH:25]=2)=[C:33]([CH2:34][CH2:35][CH3:36])[N:32]2[N:37]=[CH:38][N:39]=[C:31]2[N:30]1[CH2:40][C:41]([NH2:43])=[O:42]. The yield is 0.420.